The task is: Regression. Given two drug SMILES strings and cell line genomic features, predict the synergy score measuring deviation from expected non-interaction effect.. This data is from Merck oncology drug combination screen with 23,052 pairs across 39 cell lines. Drug 1: CN1C(=O)C=CC2(C)C3CCC4(C)C(NC(=O)OCC(F)(F)F)CCC4C3CCC12. Drug 2: CCC1(O)CC2CN(CCc3c([nH]c4ccccc34)C(C(=O)OC)(c3cc4c(cc3OC)N(C)C3C(O)(C(=O)OC)C(OC(C)=O)C5(CC)C=CCN6CCC43C65)C2)C1. Cell line: UWB1289. Synergy scores: synergy=-12.4.